Predict the reaction yield, written as a fraction of the theoretical maximum amount of product (1.0 means a 100% yield; for example, 0.34 means a 34% yield). From a dataset of Reaction yield outcomes from USPTO patents with 853,638 reactions. (1) The reactants are [Cl-].O[NH3+:3].[C:4](=[O:7])([O-])[OH:5].[Na+].CS(C)=O.[CH3:13][O:14][CH:15]1[CH2:20][CH2:19][CH2:18][CH2:17][CH:16]1[N:21]1[C:26](=[O:27])[C:25]([CH2:28][C:29]2[CH:34]=[CH:33][C:32]([C:35]3[C:36]([C:41]#[N:42])=[CH:37][CH:38]=[CH:39][CH:40]=3)=[CH:31][CH:30]=2)=[C:24]([CH2:43][CH2:44][CH3:45])[N:23]2[N:46]=[C:47]([CH3:49])[N:48]=[C:22]12. The catalyst is C(OCC)(=O)C. The product is [CH3:13][O:14][CH:15]1[CH2:20][CH2:19][CH2:18][CH2:17][CH:16]1[N:21]1[C:26](=[O:27])[C:25]([CH2:28][C:29]2[CH:34]=[CH:33][C:32]([C:35]3[CH:40]=[CH:39][CH:38]=[CH:37][C:36]=3[C:41]3[NH:3][C:4](=[O:7])[O:5][N:42]=3)=[CH:31][CH:30]=2)=[C:24]([CH2:43][CH2:44][CH3:45])[N:23]2[N:46]=[C:47]([CH3:49])[N:48]=[C:22]12. The yield is 0.530. (2) The reactants are N([O-])=[O:2].[Na+].[F:5][C:6]1[CH:12]=[C:11]([CH3:13])[C:10]([O:14][C:15]([O:17][CH3:18])=[O:16])=[CH:9][C:7]=1N. The catalyst is O.S(=O)(=O)(O)O.O.O.O.[N+]([O-])([O-])=O.[Cu+2].[N+]([O-])([O-])=O.[Cu]=O. The product is [F:5][C:6]1[CH:12]=[C:11]([CH3:13])[C:10]([O:14][C:15]([O:17][CH3:18])=[O:16])=[CH:9][C:7]=1[OH:2]. The yield is 0.530. (3) The reactants are C[C:2]1([CH3:9])[O:6][C@H:5]([CH2:7][OH:8])[CH2:4][O:3]1.[OH-].[K+].[CH2:12](Br)[CH2:13][CH2:14][CH2:15][CH2:16][CH2:17][CH2:18][CH2:19][CH2:20][CH2:21][CH2:22][CH2:23][CH2:24][CH2:25]CC. The catalyst is C1(C)C=CC=CC=1.ClCCl. The product is [CH2:2]([O:3][CH2:4][C@H:5]([CH2:7][OH:8])[OH:6])[CH2:9][CH2:25][CH2:24][CH2:23][CH2:22][CH2:21][CH2:20][CH2:19][CH2:18][CH2:17][CH2:16][CH2:15][CH2:14][CH2:13][CH3:12]. The yield is 0.760. (4) The reactants are [CH2:1]([O:3][C:4]([C:6]1[O:7][C:8]2[C:13]([C:14](=[O:16])[CH:15]=1)=[CH:12][C:11]([O:17][CH2:18][CH3:19])=[CH:10][C:9]=2Br)=[O:5])[CH3:2].C1(P(C2C=CC=CC=2)C2C=CC3C(=CC=CC=3)C=2C2C3C(=CC=CC=3)C=CC=2P(C2C=CC=CC=2)C2C=CC=CC=2)C=CC=CC=1.[CH3:67][N:68]1[CH2:73][CH2:72][NH:71][CH2:70][CH2:69]1.C(=O)([O-])[O-].[Cs+].[Cs+]. The catalyst is C1(C)C=CC=CC=1. The product is [CH2:1]([O:3][C:4]([C:6]1[O:7][C:8]2[C:13]([C:14](=[O:16])[CH:15]=1)=[CH:12][C:11]([O:17][CH2:18][CH3:19])=[CH:10][C:9]=2[N:71]1[CH2:72][CH2:73][N:68]([CH3:67])[CH2:69][CH2:70]1)=[O:5])[CH3:2]. The yield is 0.750. (5) The reactants are [Br:1][C:2]1[C:7]([O:8][CH3:9])=[CH:6][CH:5]=[C:4]([N+:10]([O-])=O)[C:3]=1[NH:13][C:14]1[CH:19]=[CH:18][CH:17]=[CH:16][CH:15]=1. The catalyst is CCOC(C)=O.[Pd]. The product is [Br:1][C:2]1[C:7]([O:8][CH3:9])=[CH:6][CH:5]=[C:4]([NH2:10])[C:3]=1[NH:13][C:14]1[CH:15]=[CH:16][CH:17]=[CH:18][CH:19]=1. The yield is 1.00. (6) The reactants are [F:1][C:2]1[CH:36]=[CH:35][C:5]([C:6]([NH:8][C@@:9]([C:21]2[CH:26]=[C:25]([O:27][C:28]([F:33])([F:32])[CH:29]([F:31])[F:30])[CH:24]=[C:23]([F:34])[CH:22]=2)([C:14]2[CH:19]=[CH:18][C:17]([F:20])=[CH:16][CH:15]=2)[CH2:10][C:11]([OH:13])=[O:12])=[O:7])=[CH:4][C:3]=1[C:37]([F:40])([F:39])[F:38].[CH:41]1C=CC(P(N=[N+]=[N-])(C2C=CC=CC=2)=O)=CC=1.CO.C([O-])([O-])=O.[K+].[K+]. The catalyst is C1(C)C=CC=CC=1. The product is [F:1][C:2]1[CH:36]=[CH:35][C:5]([C:6]([NH:8][C@@:9]([C:21]2[CH:26]=[C:25]([O:27][C:28]([F:32])([F:33])[CH:29]([F:31])[F:30])[CH:24]=[C:23]([F:34])[CH:22]=2)([C:14]2[CH:15]=[CH:16][C:17]([F:20])=[CH:18][CH:19]=2)[CH2:10][C:11]([O:13][CH3:41])=[O:12])=[O:7])=[CH:4][C:3]=1[C:37]([F:40])([F:39])[F:38]. The yield is 0.150.